This data is from Forward reaction prediction with 1.9M reactions from USPTO patents (1976-2016). The task is: Predict the product of the given reaction. Given the reactants C(OC([N:8]([C:10]1([C@@H:13]2[CH2:17][CH2:16][NH:15][CH2:14]2)[CH2:12][CH2:11]1)[CH3:9])=O)(C)(C)C.C(N(CC)CC)C.F[C:26]1[CH:27]=[CH:28][C:29]2[C:39](=[O:40])[C:38]([C:41]([OH:43])=[O:42])=[CH:37][N:31]3[C@@H:32]([CH3:36])[CH2:33][O:34][C:35]=1[C:30]=23, predict the reaction product. The product is: [CH3:36][C@@H:32]1[N:31]2[CH:37]=[C:38]([C:41]([OH:43])=[O:42])[C:39](=[O:40])[C:29]3[CH:28]=[CH:27][C:26]([N:15]4[CH2:16][CH2:17][C@@H:13]([C:10]5([NH:8][CH3:9])[CH2:11][CH2:12]5)[CH2:14]4)=[C:35]([C:30]=32)[O:34][CH2:33]1.